From a dataset of NCI-60 drug combinations with 297,098 pairs across 59 cell lines. Regression. Given two drug SMILES strings and cell line genomic features, predict the synergy score measuring deviation from expected non-interaction effect. Drug 1: CC1=C(C(=CC=C1)Cl)NC(=O)C2=CN=C(S2)NC3=CC(=NC(=N3)C)N4CCN(CC4)CCO. Drug 2: CN(CC1=CN=C2C(=N1)C(=NC(=N2)N)N)C3=CC=C(C=C3)C(=O)NC(CCC(=O)O)C(=O)O. Cell line: DU-145. Synergy scores: CSS=7.70, Synergy_ZIP=4.63, Synergy_Bliss=-1.67, Synergy_Loewe=-13.9, Synergy_HSA=-6.79.